This data is from Reaction yield outcomes from USPTO patents with 853,638 reactions. The task is: Predict the reaction yield, written as a fraction of the theoretical maximum amount of product (1.0 means a 100% yield; for example, 0.34 means a 34% yield). (1) The reactants are Br[C:2]1[CH:3]=[C:4]([CH:7]=[CH:8][C:9]=1[N:10]([CH3:12])[CH3:11])[CH:5]=[O:6].[CH3:13][C:14]1[C:15](B(O)O)=[CH:16][C:17]2[C:18](C)([CH3:26])[CH2:19][CH2:20][C:21]([CH3:25])([CH3:24])[C:22]=2[CH:23]=1.[CH2:31](O)C.C(=O)([O-])[O-].[K+].[K+]. The catalyst is C1(C)C=CC=CC=1.C(OCC)(=O)C.C1C=CC([P]([Pd]([P](C2C=CC=CC=2)(C2C=CC=CC=2)C2C=CC=CC=2)([P](C2C=CC=CC=2)(C2C=CC=CC=2)C2C=CC=CC=2)[P](C2C=CC=CC=2)(C2C=CC=CC=2)C2C=CC=CC=2)(C2C=CC=CC=2)C2C=CC=CC=2)=CC=1.O. The product is [CH3:11][N:10]([CH3:12])[C:9]1[CH:8]=[CH:7][C:4]([CH:5]=[O:6])=[CH:3][C:2]=1[C:15]1[C:14]([CH3:13])=[CH:23][C:22]2[C:21]([CH3:24])([CH3:25])[CH2:20][CH:19]([CH3:31])[CH:18]([CH3:26])[C:17]=2[CH:16]=1. The yield is 0.920. (2) The reactants are Br[C:2]1[S:3][CH:4]=[C:5]([Br:7])[N:6]=1.[N:8]1([C:14]([O:16][C:17]([CH3:20])([CH3:19])[CH3:18])=[O:15])[CH2:13][CH2:12][NH:11][CH2:10][CH2:9]1.C(N(CC)CC)C.CN(C)C=O. The catalyst is O. The product is [Br:7][C:5]1[N:6]=[C:2]([N:11]2[CH2:10][CH2:9][N:8]([C:14]([O:16][C:17]([CH3:20])([CH3:19])[CH3:18])=[O:15])[CH2:13][CH2:12]2)[S:3][CH:4]=1. The yield is 0.230. (3) The yield is 0.900. The reactants are [CH3:1][C:2]1[C:10]2[C:9]([S:11][CH2:12][C:13]([OH:15])=O)=[N:8][CH:7]=[N:6][C:5]=2[S:4][C:3]=1[CH3:16].[CH3:17][O:18][CH2:19][CH2:20][NH2:21].CN(C(ON1N=NC2C=CC=NC1=2)=[N+](C)C)C.F[P-](F)(F)(F)(F)F.C(N(CC)C(C)C)(C)C. The catalyst is CN(C=O)C.O. The product is [CH3:1][C:2]1[C:10]2[C:9]([S:11][CH2:12][C:13]([NH:21][CH2:20][CH2:19][O:18][CH3:17])=[O:15])=[N:8][CH:7]=[N:6][C:5]=2[S:4][C:3]=1[CH3:16]. (4) The reactants are CCCP(O)(O)=O.Cl.[NH:9]1[CH2:14][CH2:13][CH2:12][CH:11]([C:15]2[CH:22]=[CH:21][CH:20]=[CH:19][C:16]=2[C:17]#[N:18])[CH2:10]1.C(N(CC)CC)C.[CH3:30][N:31]([CH3:41])[C:32]1[CH:33]=[C:34]([CH:38]=[CH:39][N:40]=1)[C:35](O)=[O:36]. The catalyst is C(Cl)Cl. The product is [CH3:30][N:31]([CH3:41])[C:32]1[CH:33]=[C:34]([C:35]([N:9]2[CH2:14][CH2:13][CH2:12][CH:11]([C:15]3[CH:22]=[CH:21][CH:20]=[CH:19][C:16]=3[C:17]#[N:18])[CH2:10]2)=[O:36])[CH:38]=[CH:39][N:40]=1. The yield is 0.400.